Dataset: Full USPTO retrosynthesis dataset with 1.9M reactions from patents (1976-2016). Task: Predict the reactants needed to synthesize the given product. (1) Given the product [ClH:3].[Cl:3][C:4]1[CH:5]=[C:6]([C:14]2[O:18][N:17]=[C:16]([C:19]3[CH:36]=[CH:35][C:22]4[CH2:23][N:24]([CH2:28][CH2:29][C:30]([OH:32])=[O:31])[CH2:25][CH2:26][O:27][C:21]=4[CH:20]=3)[N:15]=2)[CH:7]=[CH:8][C:9]=1[O:10][CH:11]([CH3:13])[CH3:12], predict the reactants needed to synthesize it. The reactants are: [OH-].[Na+].[Cl:3][C:4]1[CH:5]=[C:6]([C:14]2[O:18][N:17]=[C:16]([C:19]3[CH:36]=[CH:35][C:22]4[CH2:23][N:24]([CH2:28][CH2:29][C:30]([O:32]CC)=[O:31])[CH2:25][CH2:26][O:27][C:21]=4[CH:20]=3)[N:15]=2)[CH:7]=[CH:8][C:9]=1[O:10][CH:11]([CH3:13])[CH3:12]. (2) Given the product [NH2:7][CH:8]1[CH:13]2[CH:9]1[CH2:10][N:11]([CH2:14][CH2:15][N:16]1[C:21]3[CH:22]=[C:23]([C:26]#[N:27])[CH:24]=[CH:25][C:20]=3[O:19][CH2:18][C:17]1=[O:28])[CH2:12]2, predict the reactants needed to synthesize it. The reactants are: C(OC(=O)[NH:7][CH:8]1[CH:13]2[CH:9]1[CH2:10][N:11]([CH2:14][CH2:15][N:16]1[C:21]3[CH:22]=[C:23]([C:26]#[N:27])[CH:24]=[CH:25][C:20]=3[O:19][CH2:18][C:17]1=[O:28])[CH2:12]2)(C)(C)C.NC1CCN(CCN2C3C(=CC=C(C#N)C=3)C=CC2=O)CC1. (3) Given the product [O:6]([C:7](=[O:15])[CH3:8])[C:5]1[CH:12]=[CH:13][CH:2]=[CH:3][CH:4]=1, predict the reactants needed to synthesize it. The reactants are: Br[C:2]1[CH:13]=[CH:12][C:5]([O:6][CH2:7][CH:8](O)CO)=[CH:4][CH:3]=1.I([O-])(=O)(=O)=[O:15].[Na+]. (4) Given the product [CH3:13][C:14]1[C:24]([CH3:25])=[C:17]2[N:18]=[C:19](/[CH:22]=[CH:23]/[C:2]3[CH:7]=[CH:6][CH:5]=[C:4]([N:8]4[CH2:12][CH2:11][CH2:10][CH2:9]4)[N:3]=3)[CH:20]=[CH:21][N:16]2[N:15]=1, predict the reactants needed to synthesize it. The reactants are: Br[C:2]1[CH:7]=[CH:6][CH:5]=[C:4]([N:8]2[CH2:12][CH2:11][CH2:10][CH2:9]2)[N:3]=1.[CH3:13][C:14]1[C:24]([CH3:25])=[C:17]2[N:18]=[C:19]([CH:22]=[CH2:23])[CH:20]=[CH:21][N:16]2[N:15]=1.C(N(CC)CC)C.C1(C)C=CC=CC=1P(C1C=CC=CC=1C)C1C=CC=CC=1C.